Dataset: Full USPTO retrosynthesis dataset with 1.9M reactions from patents (1976-2016). Task: Predict the reactants needed to synthesize the given product. (1) Given the product [C:1]([O:5][C:6]([NH:7][CH2:8][CH:9]1[CH2:14][CH2:13][N:12]([C:17]([O:18][CH2:19][C:20]2[CH:21]=[C:22]([Cl:27])[CH:23]=[C:24]([Cl:26])[CH:25]=2)=[O:28])[CH:11]([CH3:15])[CH2:10]1)=[O:16])([CH3:4])([CH3:2])[CH3:3], predict the reactants needed to synthesize it. The reactants are: [C:1]([O:5][C:6](=[O:16])[NH:7][CH2:8][CH:9]1[CH2:14][CH2:13][NH:12][CH:11]([CH3:15])[CH2:10]1)([CH3:4])([CH3:3])[CH3:2].[C:17](Cl)(=[O:28])[O:18][CH2:19][C:20]1[CH:25]=[C:24]([Cl:26])[CH:23]=[C:22]([Cl:27])[CH:21]=1.C(=O)(O)[O-].[Na+]. (2) Given the product [N+:1]([C:4]1[CH:12]=[C:8]2[C:7]([CH2:13][C:14](=[O:15])[O:16][C:9]2=[O:11])=[CH:6][CH:5]=1)([O-:3])=[O:2], predict the reactants needed to synthesize it. The reactants are: [N+:1]([C:4]1[CH:5]=[CH:6][C:7]([CH2:13][C:14]([OH:16])=[O:15])=[C:8]([CH:12]=1)[C:9]([OH:11])=O)([O-:3])=[O:2].C(Cl)(=O)C.